This data is from Full USPTO retrosynthesis dataset with 1.9M reactions from patents (1976-2016). The task is: Predict the reactants needed to synthesize the given product. (1) Given the product [C:25]([C:2]1[C:3]2[C:24]3[C:19]4[C:18](=[CH:17][CH:16]=[C:15]5[C:20]=4[C:21]4[C:12](=[CH:11][CH:10]=[C:9]6[C:22]=4[C:23]=3[C:6](=[CH:5][CH:4]=2)[CH:7]=[CH:8]6)[CH:13]=[CH:14]5)[CH:1]=1)(=[O:32])[C:26]1[CH:31]=[CH:30][CH:29]=[CH:28][CH:27]=1, predict the reactants needed to synthesize it. The reactants are: [CH:1]1[C:18]2[C:19]3[C:24]4[C:3](=[CH:4][CH:5]=[C:6]5[C:23]=4[C:22]4[C:9](=[CH:10][CH:11]=[C:12]6[C:21]=4[C:20]=3[C:15](=[CH:16][CH:17]=2)[CH:14]=[CH:13]6)[CH:8]=[CH:7]5)[CH:2]=1.[C:25](Cl)(=[O:32])[C:26]1[CH:31]=[CH:30][CH:29]=[CH:28][CH:27]=1.ClCCCl.[Cl-].[Al+3].[Cl-].[Cl-]. (2) The reactants are: [N+:1]([C:4]1[CH:17]=[CH:16][C:7]([CH:8]=[C:9]2[S:13][C:12](=[O:14])[NH:11][C:10]2=[O:15])=[CH:6][CH:5]=1)([O-:3])=[O:2].[CH3:18]N(C)C=O.[H-].[Na+].IC. Given the product [CH3:18][N:11]1[C:10](=[O:15])[C:9](=[CH:8][C:7]2[CH:16]=[CH:17][C:4]([N+:1]([O-:3])=[O:2])=[CH:5][CH:6]=2)[S:13][C:12]1=[O:14], predict the reactants needed to synthesize it. (3) Given the product [F:1][C:2]1[C:7]([CH:8]2[CH2:12][CH2:11][C:10]([C:14]([F:15])([F:16])[F:17])([OH:13])[CH2:9]2)=[CH:6][CH:5]=[CH:4][N:3]=1, predict the reactants needed to synthesize it. The reactants are: [F:1][C:2]1[C:7]([C:8]2[CH2:12][CH2:11][C:10]([C:14]([F:17])([F:16])[F:15])([OH:13])[CH:9]=2)=[CH:6][CH:5]=[CH:4][N:3]=1. (4) Given the product [Br-:25].[F:20][C:21]1[CH:22]=[C:23]([CH:26]=[CH:27][CH:28]=1)[CH2:24][P+:7]([C:1]1[CH:2]=[CH:3][CH:4]=[CH:5][CH:6]=1)([C:8]1[CH:13]=[CH:12][CH:11]=[CH:10][CH:9]=1)[C:14]1[CH:15]=[CH:16][CH:17]=[CH:18][CH:19]=1, predict the reactants needed to synthesize it. The reactants are: [C:1]1([P:7]([C:14]2[CH:19]=[CH:18][CH:17]=[CH:16][CH:15]=2)[C:8]2[CH:13]=[CH:12][CH:11]=[CH:10][CH:9]=2)[CH:6]=[CH:5][CH:4]=[CH:3][CH:2]=1.[F:20][C:21]1[CH:22]=[C:23]([CH:26]=[CH:27][CH:28]=1)[CH2:24][Br:25].